Dataset: Forward reaction prediction with 1.9M reactions from USPTO patents (1976-2016). Task: Predict the product of the given reaction. (1) The product is: [F:26][C:25]([F:28])([F:27])[C:21]1[CH:20]=[C:19]([N:8]2[CH2:7][CH2:6][C:5]3([CH2:1][N:2]([C:11]([O:13][C:14]([CH3:17])([CH3:16])[CH3:15])=[O:12])[CH2:3][CH2:4]3)[CH2:10][CH2:9]2)[CH:24]=[CH:23][N:22]=1. Given the reactants [CH2:1]1[C:5]2([CH2:10][CH2:9][NH:8][CH2:7][CH2:6]2)[CH2:4][CH2:3][N:2]1[C:11]([O:13][C:14]([CH3:17])([CH3:16])[CH3:15])=[O:12].Br[C:19]1[CH:24]=[CH:23][N:22]=[C:21]([C:25]([F:28])([F:27])[F:26])[CH:20]=1.C1C=CC(P(C2C(C3C(P(C4C=CC=CC=4)C4C=CC=CC=4)=CC=C4C=3C=CC=C4)=C3C(C=CC=C3)=CC=2)C2C=CC=CC=2)=CC=1, predict the reaction product. (2) Given the reactants [Cl:1][C:2]1[N:3]=[C:4]([N:13]2[CH2:18][CH2:17][O:16][CH2:15][CH2:14]2)[C:5]2[O:10][C:9]([CH:11]=O)=[CH:8][C:6]=2[N:7]=1.Cl.Cl.[N:21]1([C:27]([CH3:32])([CH3:31])[C:28]([NH2:30])=[O:29])[CH2:26][CH2:25][NH:24][CH2:23][CH2:22]1.C(O[BH-](OC(=O)C)OC(=O)C)(=O)C.[Na+], predict the reaction product. The product is: [Cl:1][C:2]1[N:3]=[C:4]([N:13]2[CH2:14][CH2:15][O:16][CH2:17][CH2:18]2)[C:5]2[O:10][C:9]([CH2:11][N:24]3[CH2:23][CH2:22][N:21]([C:27]([CH3:32])([CH3:31])[C:28]([NH2:30])=[O:29])[CH2:26][CH2:25]3)=[CH:8][C:6]=2[N:7]=1. (3) Given the reactants [I:1][C:2]1[CH:18]=[CH:17][C:5]2[NH:6][C:7](=[O:16])[CH2:8][C:9](=[CH:12]N(C)C)[C:10](=O)[C:4]=2[CH:3]=1.[NH2:19][C:20]([NH2:22])=[NH:21], predict the reaction product. The product is: [NH2:21][C:20]1[N:22]=[CH:12][C:9]2[CH2:8][C:7](=[O:16])[NH:6][C:5]3[CH:17]=[CH:18][C:2]([I:1])=[CH:3][C:4]=3[C:10]=2[N:19]=1. (4) Given the reactants [CH2:1]([O:3][C:4]1[C:27]([O:28][CH3:29])=[CH:26][C:7]2[C:8]([C:17]3[CH:25]=[CH:24][C:20]([C:21]([OH:23])=O)=[CH:19][CH:18]=3)=[N:9][C@H:10]3[C@@H:15]([C:6]=2[CH:5]=1)[CH2:14][N:13]([CH3:16])[CH2:12][CH2:11]3)[CH3:2].[CH2:30]([O:37][CH2:38][C@@H:39]([NH:44][CH3:45])[CH2:40][CH:41]([CH3:43])[CH3:42])[C:31]1[CH:36]=[CH:35][CH:34]=[CH:33][CH:32]=1, predict the reaction product. The product is: [CH2:30]([O:37][CH2:38][C@@H:39]([N:44]([CH3:45])[C:21](=[O:23])[C:20]1[CH:19]=[CH:18][C:17]([C:8]2[C:7]3[CH:26]=[C:27]([O:28][CH3:29])[C:4]([O:3][CH2:1][CH3:2])=[CH:5][C:6]=3[C@@H:15]3[C@@H:10]([CH2:11][CH2:12][N:13]([CH3:16])[CH2:14]3)[N:9]=2)=[CH:25][CH:24]=1)[CH2:40][CH:41]([CH3:42])[CH3:43])[C:31]1[CH:36]=[CH:35][CH:34]=[CH:33][CH:32]=1. (5) Given the reactants [Pd:1].[CH2:2]1[CH2:6][O:5][CH:4]([N:7]2[C:13](=[O:14])[NH:12][C:10](=[O:11])[C:9]([F:15])=[CH:8]2)[CH2:3]1, predict the reaction product. The product is: [Pd:1].[CH2:2]1[CH2:6][O:5][CH:4]([N:7]2[C:13](=[O:14])[NH:12][C:10](=[O:11])[C:9]([F:15])=[CH:8]2)[CH2:3]1. (6) Given the reactants [F:1][C:2]1[C:3]([NH:28][C@@H:29]([C:37]([CH3:40])([CH3:39])[CH3:38])[CH2:30][CH2:31][C:32]([O:34][CH2:35][CH3:36])=[O:33])=[N:4][C:5]([C:8]2[C:16]3[C:11](=[N:12][CH:13]=[C:14]([F:17])[CH:15]=3)[N:10](S(C3C=CC(C)=CC=3)(=O)=O)[CH:9]=2)=[N:6][CH:7]=1.Cl, predict the reaction product. The product is: [F:1][C:2]1[C:3]([NH:28][C@@H:29]([C:37]([CH3:38])([CH3:40])[CH3:39])[CH2:30][CH2:31][C:32]([O:34][CH2:35][CH3:36])=[O:33])=[N:4][C:5]([C:8]2[C:16]3[C:11](=[N:12][CH:13]=[C:14]([F:17])[CH:15]=3)[NH:10][CH:9]=2)=[N:6][CH:7]=1.[F:1][C:2]1[C:3]([NH:28][C@@H:29]([C:37]([CH3:40])([CH3:39])[CH3:38])[CH2:30][CH2:31][C:32]([OH:34])=[O:33])=[N:4][C:5]([C:8]2[C:16]3[C:11](=[N:12][CH:13]=[C:14]([F:17])[CH:15]=3)[NH:10][CH:9]=2)=[N:6][CH:7]=1. (7) The product is: [CH:11]([C:3]1[C:2]([S:21][CH2:20][CH2:19][C:18]([O:17][CH2:16][CH:15]([CH2:13][CH3:14])[CH2:23][CH2:24][CH2:25][CH3:26])=[O:22])=[CH:10][C:6]2[O:7][CH2:8][O:9][C:5]=2[CH:4]=1)=[O:12]. Given the reactants Br[C:2]1[C:3]([CH:11]=[O:12])=[CH:4][C:5]2[O:9][CH2:8][O:7][C:6]=2[CH:10]=1.[CH2:13]([CH:15]([CH2:23][CH2:24][CH2:25][CH3:26])[CH2:16][O:17][C:18](=[O:22])[CH2:19][CH2:20][SH:21])[CH3:14], predict the reaction product. (8) The product is: [C:1]([O:5][C:6](=[O:39])[CH2:7][CH:8]1[CH2:13][CH:12]([CH2:14][CH2:15][C:16]2[N:17]([CH:34]([CH3:35])[CH3:36])[CH:18]=[C:19]([C:28]3[CH:33]=[CH:32][CH:31]=[CH:30][N:29]=3)[C:20]=2[C:21]2[CH:22]=[CH:23][C:24]([F:27])=[CH:25][CH:26]=2)[O:11][C:10]([CH3:37])([CH3:38])[O:9]1)([CH3:4])([CH3:2])[CH3:3]. Given the reactants [C:1]([O:5][C:6](=[O:39])[CH2:7][CH:8]1[CH2:13][CH:12]([CH:14]=[CH:15][C:16]2[N:17]([CH:34]([CH3:36])[CH3:35])[CH:18]=[C:19]([C:28]3[CH:33]=[CH:32][CH:31]=[CH:30][N:29]=3)[C:20]=2[C:21]2[CH:26]=[CH:25][C:24]([F:27])=[CH:23][CH:22]=2)[O:11][C:10]([CH3:38])([CH3:37])[O:9]1)([CH3:4])([CH3:3])[CH3:2], predict the reaction product.